From a dataset of Full USPTO retrosynthesis dataset with 1.9M reactions from patents (1976-2016). Predict the reactants needed to synthesize the given product. The reactants are: [CH3:1][CH:2]1[CH2:6][CH2:5][CH2:4][CH2:3]1.C(/[B:10]1[O:18][C:15]([CH3:17])([CH3:16])[C:12]([CH3:14])([CH3:13])[O:11]1)=C\C. Given the product [C:2]1(=[CH:1][B:10]2[O:18][C:15]([CH3:17])([CH3:16])[C:12]([CH3:14])([CH3:13])[O:11]2)[CH2:6][CH2:5][CH2:4][CH2:3]1, predict the reactants needed to synthesize it.